Dataset: NCI-60 drug combinations with 297,098 pairs across 59 cell lines. Task: Regression. Given two drug SMILES strings and cell line genomic features, predict the synergy score measuring deviation from expected non-interaction effect. (1) Drug 1: CC1=C(C(CCC1)(C)C)C=CC(=CC=CC(=CC(=O)O)C)C. Drug 2: CC1=C(C(=O)C2=C(C1=O)N3CC4C(C3(C2COC(=O)N)OC)N4)N. Cell line: DU-145. Synergy scores: CSS=34.6, Synergy_ZIP=-6.43, Synergy_Bliss=-7.38, Synergy_Loewe=-6.67, Synergy_HSA=-3.49. (2) Synergy scores: CSS=0.874, Synergy_ZIP=1.43, Synergy_Bliss=1.91, Synergy_Loewe=1.54, Synergy_HSA=0.495. Cell line: A498. Drug 1: CC12CCC3C(C1CCC2O)C(CC4=C3C=CC(=C4)O)CCCCCCCCCS(=O)CCCC(C(F)(F)F)(F)F. Drug 2: CC(C)CN1C=NC2=C1C3=CC=CC=C3N=C2N.